Dataset: Reaction yield outcomes from USPTO patents with 853,638 reactions. Task: Predict the reaction yield, written as a fraction of the theoretical maximum amount of product (1.0 means a 100% yield; for example, 0.34 means a 34% yield). (1) The reactants are Br[C:2]1[CH:3]=[C:4]2[CH2:10][C:9](=[O:11])[NH:8][C:5]2=[N:6][CH:7]=1.[CH3:12][O:13][C:14]1[CH:15]=[C:16](B(O)O)[CH:17]=[C:18]([O:22][CH3:23])[C:19]=1[O:20][CH3:21]. The catalyst is CC#N.C([O-])([O-])=O.[Na+].[Na+].Cl[Pd](Cl)([P](C1C=CC=CC=1)(C1C=CC=CC=1)C1C=CC=CC=1)[P](C1C=CC=CC=1)(C1C=CC=CC=1)C1C=CC=CC=1. The product is [CH3:23][O:22][C:18]1[CH:17]=[C:16]([C:2]2[CH:3]=[C:4]3[CH2:10][C:9](=[O:11])[NH:8][C:5]3=[N:6][CH:7]=2)[CH:15]=[C:14]([O:13][CH3:12])[C:19]=1[O:20][CH3:21]. The yield is 0.300. (2) The reactants are [OH-].[K+].[Br:3][C:4]1[CH:5]=[CH:6][C:7]2[NH:8][C:9]3[C:14]([C:15]=2[CH:16]=1)=[CH:13][C:12]([Br:17])=[CH:11][CH:10]=3.Br[CH2:19][CH2:20][CH:21]1[O:23][CH2:22]1. The catalyst is CN(C=O)C.CCOC(C)=O. The product is [Br:17][C:12]1[CH:11]=[CH:10][C:9]2[N:8]([CH2:19][CH2:20][CH:21]3[CH2:22][O:23]3)[C:7]3[C:15]([C:14]=2[CH:13]=1)=[CH:16][C:4]([Br:3])=[CH:5][CH:6]=3. The yield is 0.979. (3) The yield is 0.990. The reactants are F[C:2]1[CH:9]=[CH:8][C:5]([C:6]#[N:7])=[CH:4][C:3]=1[N+:10]([O-:12])=[O:11].[NH2:13][CH2:14][CH2:15][CH2:16][OH:17]. The product is [OH:17][CH2:16][CH2:15][CH2:14][NH:13][C:2]1[CH:9]=[CH:8][C:5]([C:6]#[N:7])=[CH:4][C:3]=1[N+:10]([O-:12])=[O:11]. The catalyst is C1COCC1. (4) The reactants are [OH:1][C:2]1[C:3]2[C:4]3[N:15]=[CH:14][S:13][C:5]=3[NH:6][C:7](=[O:12])[C:8]=2[CH:9]=[CH:10][CH:11]=1.[Cl-:16].[CH3:17][N+:18]([CH3:20])=[CH2:19]. The catalyst is CN(C=O)C.C(#N)C. The product is [ClH:16].[CH3:17][N:18]([CH2:20][C:14]1[S:13][C:5]2[NH:6][C:7](=[O:12])[C:8]3[CH:9]=[CH:10][CH:11]=[C:2]([OH:1])[C:3]=3[C:4]=2[N:15]=1)[CH3:19]. The yield is 0.130. (5) The reactants are [CH3:1][O:2][C:3]1[CH:4]=[C:5]([NH:11][C:12]2[C:13]3[CH2:22][CH2:21][CH2:20][C:14]=3[N:15]=[C:16](SC)[N:17]=2)[CH:6]=[C:7]([O:9][CH3:10])[CH:8]=1. The catalyst is [Ni].C(O)C. The product is [CH3:10][O:9][C:7]1[CH:6]=[C:5]([NH:11][C:12]2[C:13]3[CH2:22][CH2:21][CH2:20][C:14]=3[N:15]=[CH:16][N:17]=2)[CH:4]=[C:3]([O:2][CH3:1])[CH:8]=1. The yield is 1.00. (6) The reactants are [O:1]=[C:2]1[NH:11][C:10]2[N:9]=[C:8]([O:12][CH2:13][CH2:14][CH2:15][CH:16]=O)[CH:7]=[CH:6][C:5]=2[CH2:4][CH2:3]1.[Cl:18][C:19]1[C:24]([Cl:25])=[CH:23][CH:22]=[CH:21][C:20]=1[N:26]1[CH2:31][CH2:30][NH:29][CH2:28][CH2:27]1.[BH-](OC(C)=O)(OC(C)=O)OC(C)=O.[Na+]. The catalyst is ClC(Cl)C. The product is [Cl:18][C:19]1[C:24]([Cl:25])=[CH:23][CH:22]=[CH:21][C:20]=1[N:26]1[CH2:31][CH2:30][N:29]([CH2:16][CH2:15][CH2:14][CH2:13][O:12][C:8]2[N:9]=[C:10]3[C:5]([CH2:4][CH2:3][C:2](=[O:1])[NH:11]3)=[CH:6][CH:7]=2)[CH2:28][CH2:27]1. The yield is 0.610. (7) The reactants are [N:1]1[C:10]2[C:5](=[C:6]3[CH:18]=[CH:17][CH:16]=[CH:15][C:7]3=[C:8]3[CH:14]=[CH:13][CH:12]=[CH:11][C:9]3=2)[N:4]=[CH:3][C:2]=1[C:19]1[CH:20]=[C:21](B2OC(C)(C)C(C)(C)O2)[CH:22]=[CH:23][CH:24]=1.[Br:34][C:35]1[CH:40]=[CH:39][CH:38]=[C:37](I)[CH:36]=1.CC1C=CC=CC=1P(C1C=CC=CC=1C)C1C=CC=CC=1C.C(=O)([O-])[O-].[K+].[K+]. The product is [Br:34][C:35]1[CH:36]=[C:37]([C:23]2[CH:22]=[CH:21][CH:20]=[C:19]([C:2]3[CH:3]=[N:4][C:5]4[C:10](=[C:9]5[CH:11]=[CH:12][CH:13]=[CH:14][C:8]5=[C:7]5[CH:15]=[CH:16][CH:17]=[CH:18][C:6]5=4)[N:1]=3)[CH:24]=2)[CH:38]=[CH:39][CH:40]=1. The catalyst is CC([O-])=O.CC([O-])=O.[Pd+2].C(O)C.C1(C)C=CC=CC=1. The yield is 0.480. (8) The reactants are [CH3:1][C@@H:2]1[NH:7][CH2:6][CH2:5][N:4]([C:8]([O:10][C:11]([CH3:14])([CH3:13])[CH3:12])=[O:9])[CH2:3]1.Br[C:16]1[CH:17]=[CH:18][C:19]([N+:22]([O-:24])=[O:23])=[N:20][CH:21]=1. No catalyst specified. The product is [CH3:1][C@@H:2]1[N:7]([C:16]2[CH:21]=[N:20][C:19]([N+:22]([O-:24])=[O:23])=[CH:18][CH:17]=2)[CH2:6][CH2:5][N:4]([C:8]([O:10][C:11]([CH3:13])([CH3:12])[CH3:14])=[O:9])[CH2:3]1. The yield is 0.500. (9) The reactants are Cl[C:2]1[N:7]=[C:6]([C:8]2[S:12][C:11]([C:13]([CH3:16])([CH3:15])[CH3:14])=[N:10][C:9]=2[C:17]2[C:18]([F:35])=[C:19]([NH:23][S:24]([C:27]3[CH:32]=[C:31]([F:33])[CH:30]=[CH:29][C:28]=3[F:34])(=[O:26])=[O:25])[CH:20]=[CH:21][CH:22]=2)[CH:5]=[CH:4][N:3]=1.[Cl-].[CH3:37][Zn+]. The catalyst is C1COCC1. The product is [CH3:14][C:13]([C:11]1[S:12][C:8]([C:6]2[CH:5]=[CH:4][N:3]=[C:2]([CH3:37])[N:7]=2)=[C:9]([C:17]2[C:18]([F:35])=[C:19]([NH:23][S:24]([C:27]3[CH:32]=[C:31]([F:33])[CH:30]=[CH:29][C:28]=3[F:34])(=[O:26])=[O:25])[CH:20]=[CH:21][CH:22]=2)[N:10]=1)([CH3:16])[CH3:15]. The yield is 0.468. (10) The reactants are [Br:1][C:2]1[CH:3]=[CH:4][C:5]2[C:11]3[S:12][C:13]([C:15]([OH:17])=O)=[CH:14][C:10]=3[CH2:9][CH2:8][O:7][C:6]=2[CH:18]=1.CCN=C=NCCCN(C)C.[C:30]([NH:37][C:38](=[NH:41])[S:39][CH3:40])([O:32][C:33]([CH3:36])([CH3:35])[CH3:34])=[O:31]. The catalyst is C(Cl)Cl.CN(C1C=CN=CC=1)C. The product is [Br:1][C:2]1[CH:3]=[CH:4][C:5]2[C:11]3[S:12][C:13]([C:15]([N:41]=[C:38]([S:39][CH3:40])[NH:37][C:30]([O:32][C:33]([CH3:34])([CH3:35])[CH3:36])=[O:31])=[O:17])=[CH:14][C:10]=3[CH2:9][CH2:8][O:7][C:6]=2[CH:18]=1. The yield is 0.670.